Predict the reactants needed to synthesize the given product. From a dataset of Retrosynthesis with 50K atom-mapped reactions and 10 reaction types from USPTO. Given the product CCOC(=O)C1(CN)CC1, predict the reactants needed to synthesize it. The reactants are: CCOC(=O)C1(C#N)CC1.